This data is from Peptide-MHC class II binding affinity with 134,281 pairs from IEDB. The task is: Regression. Given a peptide amino acid sequence and an MHC pseudo amino acid sequence, predict their binding affinity value. This is MHC class II binding data. (1) The MHC is DRB4_0101 with pseudo-sequence DRB4_0103. The peptide sequence is SFGIVVAWQVKLLPV. The binding affinity (normalized) is 0.625. (2) The peptide sequence is VVVHITDDNEEP. The MHC is DRB1_0301 with pseudo-sequence DRB1_0301. The binding affinity (normalized) is 0. (3) The MHC is DRB1_1501 with pseudo-sequence DRB1_1501. The binding affinity (normalized) is 0.0364. The peptide sequence is QVESTAGSLQGQWRG. (4) The peptide sequence is GDGKISLSELTDALR. The MHC is HLA-DQA10301-DQB10302 with pseudo-sequence HLA-DQA10301-DQB10302. The binding affinity (normalized) is 0.184.